This data is from Merck oncology drug combination screen with 23,052 pairs across 39 cell lines. The task is: Regression. Given two drug SMILES strings and cell line genomic features, predict the synergy score measuring deviation from expected non-interaction effect. (1) Drug 1: CC1CC2C3CCC4=CC(=O)C=CC4(C)C3(F)C(O)CC2(C)C1(O)C(=O)CO. Synergy scores: synergy=-13.4. Cell line: VCAP. Drug 2: Cn1cc(-c2cnn3c(N)c(Br)c(C4CCCNC4)nc23)cn1. (2) Drug 1: NC(=O)c1cccc2cn(-c3ccc(C4CCCNC4)cc3)nc12. Drug 2: CC1(c2nc3c(C(N)=O)cccc3[nH]2)CCCN1. Cell line: SW837. Synergy scores: synergy=-60.4. (3) Drug 1: CN1C(=O)C=CC2(C)C3CCC4(C)C(NC(=O)OCC(F)(F)F)CCC4C3CCC12. Drug 2: Cc1nc(Nc2ncc(C(=O)Nc3c(C)cccc3Cl)s2)cc(N2CCN(CCO)CC2)n1. Cell line: SKMES1. Synergy scores: synergy=4.39. (4) Drug 1: COc1cccc2c1C(=O)c1c(O)c3c(c(O)c1C2=O)CC(O)(C(=O)CO)CC3OC1CC(N)C(O)C(C)O1. Drug 2: NC(=O)c1cccc2cn(-c3ccc(C4CCCNC4)cc3)nc12. Cell line: A2058. Synergy scores: synergy=-12.5.